From a dataset of Full USPTO retrosynthesis dataset with 1.9M reactions from patents (1976-2016). Predict the reactants needed to synthesize the given product. (1) The reactants are: [F:1][C:2]1[CH:3]=[C:4]([C:10]2(F)[CH2:15][CH2:14][N:13]([C:16]([O:18][C:19]([CH3:22])([CH3:21])[CH3:20])=[O:17])[CH2:12][CH2:11]2)[CH:5]=[C:6]([F:9])[C:7]=1[OH:8].C1(P(C2C=CC=CC=2)C2C=CC=CC=2)C=CC=CC=1.N(C(OCC)=O)=NC(OCC)=[O:46].[F:55][C:56]([F:71])([F:70])[C:57]1[N:61]=[C:60]([CH2:62][N:63]2[CH2:68][CH2:67][CH:66](O)[CH2:65][CH2:64]2)[O:59][N:58]=1. Given the product [F:1][C:2]1[CH:3]=[C:4]([C:10]2([OH:46])[CH2:15][CH2:14][N:13]([C:16]([O:18][C:19]([CH3:22])([CH3:21])[CH3:20])=[O:17])[CH2:12][CH2:11]2)[CH:5]=[C:6]([F:9])[C:7]=1[O:8][CH:66]1[CH2:67][CH2:68][N:63]([CH2:62][C:60]2[O:59][N:58]=[C:57]([C:56]([F:55])([F:70])[F:71])[N:61]=2)[CH2:64][CH2:65]1, predict the reactants needed to synthesize it. (2) Given the product [ClH:43].[NH2:8][CH2:9][C:10]([NH:12][C:13]1[CH:14]=[CH:15][C:16]([NH:19]/[C:20](=[C:27]2\[C:28](=[O:36])[NH:29][C:30]3[C:35]\2=[CH:34][CH:33]=[CH:32][CH:31]=3)/[C:21]2[CH:26]=[CH:25][CH:24]=[CH:23][CH:22]=2)=[CH:17][CH:18]=1)=[O:11], predict the reactants needed to synthesize it. The reactants are: C(OC([NH:8][CH2:9][C:10]([NH:12][C:13]1[CH:18]=[CH:17][C:16]([NH:19]/[C:20](=[C:27]2\[C:28](=[O:36])[NH:29][C:30]3[C:35]\2=[CH:34][CH:33]=[CH:32][CH:31]=3)/[C:21]2[CH:26]=[CH:25][CH:24]=[CH:23][CH:22]=2)=[CH:15][CH:14]=1)=[O:11])=O)(C)(C)C.C(OCC)(=O)C.[ClH:43]. (3) Given the product [NH2:19][CH2:22][C@@H:23]1[O:27][C:26](=[O:28])[N:25]([C:29]2[CH:34]=[CH:33][C:32]([S:35]([CH2:37][CH3:38])=[O:36])=[C:31]([F:39])[CH:30]=2)[CH2:24]1, predict the reactants needed to synthesize it. The reactants are: NC[C@@H]1OC(=O)N(C2C=CC(S(C)=O)=C(F)C=2)C1.[N:19]([CH2:22][C@H:23]1[O:27][C:26](=[O:28])[N:25]([C:29]2[CH:34]=[CH:33][C:32]([S:35]([CH2:37][CH3:38])=[O:36])=[C:31]([F:39])[CH:30]=2)[CH2:24]1)=[N+]=[N-].C1(P(C2C=CC=CC=2)C2C=CC=CC=2)C=CC=CC=1. (4) The reactants are: Cl[C:2]1[C:7]2[CH2:8][N:9]([CH2:12][C:13]3[CH:14]=[N:15][C:16]([O:20][CH2:21][CH:22]([F:24])[F:23])=[C:17]([CH3:19])[CH:18]=3)[C:10](=[O:11])[C:6]=2[CH:5]=[CH:4][N:3]=1.[CH:25]([O:27][C:28]1[CH:33]=[CH:32][CH:31]=[CH:30][CH:29]=1)=[O:26]. Given the product [F:23][CH:22]([F:24])[CH2:21][O:20][C:16]1[N:15]=[CH:14][C:13]([CH2:12][N:9]2[C:10](=[O:11])[C:6]3[CH:5]=[CH:4][N:3]=[C:2]([C:25]([O:27][C:28]4[CH:33]=[CH:32][CH:31]=[CH:30][CH:29]=4)=[O:26])[C:7]=3[CH2:8]2)=[CH:18][C:17]=1[CH3:19], predict the reactants needed to synthesize it. (5) Given the product [CH3:25][CH:24]([CH2:26][CH2:27][CH2:28][C@H:29]([C@@H:31]1[C@:49]2([CH3:50])[C@H:34]([C@H:35]3[C@H:46]([CH2:47][CH2:48]2)[C@:44]2([CH3:45])[C:38]([CH2:39][C@H:40]([CH2:42][CH2:43]2)[OH:41])=[CH:37][CH2:36]3)[CH2:33][CH2:32]1)[CH3:30])[CH3:23].[C:16]([NH:10][CH2:11][CH2:12][C:13]([O-:15])=[O:14])([O:18][C:19]([CH3:21])([CH3:22])[CH3:20])=[O:17], predict the reactants needed to synthesize it. The reactants are: CC(C)N=C=NC(C)C.[NH:10]([C:16]([O:18][C:19]([CH3:22])([CH3:21])[CH3:20])=[O:17])[CH2:11][CH2:12][C:13]([OH:15])=[O:14].[CH3:23][CH:24]([CH2:26][CH2:27][CH2:28][C@H:29]([C@@H:31]1[C@:49]2([CH3:50])[C@H:34]([C@H:35]3[C@H:46]([CH2:47][CH2:48]2)[C@:44]2([CH3:45])[C:38]([CH2:39][C@H:40]([CH2:42][CH2:43]2)[OH:41])=[CH:37][CH2:36]3)[CH2:33][CH2:32]1)[CH3:30])[CH3:25].S([O-])(O)(=O)=O.[K+]. (6) Given the product [N:1]1[C:5]2[CH:6]=[CH:7][C:8]([C:10]([N:12]3[CH2:19][CH2:18][CH:17]4[C:20]([CH3:22])([CH3:21])[CH:13]3[CH2:14][C:15]3[C:26]([OH:27])=[CH:25][CH:24]=[CH:23][C:16]=34)=[O:11])=[CH:9][C:4]=2[NH:3][CH:2]=1, predict the reactants needed to synthesize it. The reactants are: [N:1]1[C:5]2[CH:6]=[CH:7][C:8]([C:10]([N:12]3[CH2:19][CH2:18][CH:17]4[C:20]([CH3:22])([CH3:21])[CH:13]3[CH2:14][C:15]3[C:26]([O:27]C)=[CH:25][CH:24]=[CH:23][C:16]=34)=[O:11])=[CH:9][C:4]=2[NH:3][CH:2]=1.